This data is from Catalyst prediction with 721,799 reactions and 888 catalyst types from USPTO. The task is: Predict which catalyst facilitates the given reaction. Reactant: [C:1]1([NH2:12])[C:6](F)=[C:5](F)[C:4](F)=[C:3](N)C=1F.Cl.Cl.[OH-].[Na+].[N+:17]([C:20]1[CH:21]=[C:22]([CH:26]=[CH:27][CH:28]=1)[C:23](Cl)=[O:24])([O-:19])=[O:18].[C:29](#[N:31])[CH3:30]. Product: [N:12]12[CH2:3][CH2:4][CH:5]([CH2:6][CH2:1]1)[CH:29]([NH:31][C:23](=[O:24])[C:22]1[CH:26]=[CH:27][CH:28]=[C:20]([N+:17]([O-:19])=[O:18])[CH:21]=1)[CH2:30]2. The catalyst class is: 6.